This data is from Full USPTO retrosynthesis dataset with 1.9M reactions from patents (1976-2016). The task is: Predict the reactants needed to synthesize the given product. (1) Given the product [CH3:7][N:8]([CH2:9][CH2:10][CH2:11][Si:12]([O:15][CH3:16])([O:17][CH3:18])[O:13][CH3:14])[C:4](=[O:5])[CH2:3][C:1]#[N:2], predict the reactants needed to synthesize it. The reactants are: [C:1]([CH2:3][C:4](Cl)=[O:5])#[N:2].[CH3:7][NH:8][CH2:9][CH2:10][CH2:11][Si:12]([O:17][CH3:18])([O:15][CH3:16])[O:13][CH3:14].N1C=CC=CC=1. (2) Given the product [CH:19]([N:18]1[C:14]([C:12]2[N:13]=[C:6]3[C:5]4[CH:22]=[N:23][CH:2]=[CH:3][C:4]=4[O:10][CH2:9][CH2:8][N:7]3[CH:11]=2)=[N:15][CH:16]=[N:17]1)([CH3:21])[CH3:20], predict the reactants needed to synthesize it. The reactants are: Cl[C:2]1[N:23]=[CH:22][C:5]2[C:6]3[N:7]([CH:11]=[C:12]([C:14]4[N:18]([CH:19]([CH3:21])[CH3:20])[N:17]=[CH:16][N:15]=4)[N:13]=3)[CH2:8][CH2:9][O:10][C:4]=2[CH:3]=1.CO. (3) Given the product [Br:23][C:12]1[N:13]([CH:16]2[CH2:21][CH2:20][CH2:19][CH2:18][O:17]2)[C:14]2[C:10]([N:11]=1)=[C:9]([NH2:22])[N:8]=[C:7]([O:6][C@H:2]([CH3:1])[CH2:3][CH2:4][CH3:5])[N:15]=2, predict the reactants needed to synthesize it. The reactants are: [CH3:1][C@@H:2]([O:6][C:7]1[N:15]=[C:14]2[C:10]([N:11]=[CH:12][N:13]2[CH:16]2[CH2:21][CH2:20][CH2:19][CH2:18][O:17]2)=[C:9]([NH2:22])[N:8]=1)[CH2:3][CH2:4][CH3:5].[Br:23]N1C(=O)CCC1=O. (4) Given the product [F:7][C:5]([F:6])([C:8]1[CH:13]=[CH:12][CH:11]=[CH:10][C:9]=1[F:14])[CH2:4][NH2:1], predict the reactants needed to synthesize it. The reactants are: [N:1]([CH2:4][C:5]([C:8]1[CH:13]=[CH:12][CH:11]=[CH:10][C:9]=1[F:14])([F:7])[F:6])=[N+]=[N-]. (5) Given the product [O:17]=[C:12]1[CH:11]([C:6]2[C:5]3[C:9](=[CH:10][C:2]([C:18]#[N:19])=[CH:3][CH:4]=3)[NH:8][CH:7]=2)[CH2:15][C:14](=[O:16])[NH:13]1, predict the reactants needed to synthesize it. The reactants are: Br[C:2]1[CH:10]=[C:9]2[C:5]([C:6]([CH:11]3[CH2:15][C:14](=[O:16])[NH:13][C:12]3=[O:17])=[CH:7][NH:8]2)=[CH:4][CH:3]=1.[C:18]([Cu])#[N:19].